Task: Predict the reaction yield, written as a fraction of the theoretical maximum amount of product (1.0 means a 100% yield; for example, 0.34 means a 34% yield).. Dataset: Reaction yield outcomes from USPTO patents with 853,638 reactions (1) The yield is 0.550. The reactants are CN(C(O[N:9]1N=N[C:11]2[CH:12]=CC=C[C:10]1=2)=[N+](C)C)C.F[P-](F)(F)(F)(F)F.C1C=CC2N(O)N=NC=2C=1.[Si:35]([O:42][CH2:43][C:44]1[C:45]([N+:53]([O-:55])=[O:54])=[C:46]([CH:50]=[CH:51][CH:52]=1)[C:47]([OH:49])=O)([C:38]([CH3:41])([CH3:40])[CH3:39])([CH3:37])[CH3:36].C(N(CC)C(C)C)(C)C.C(N)C#C. The product is [Si:35]([O:42][CH2:43][C:44]1[C:45]([N+:53]([O-:55])=[O:54])=[C:46]([CH:50]=[CH:51][CH:52]=1)[C:47]([NH:9][CH2:10][C:11]#[CH:12])=[O:49])([C:38]([CH3:39])([CH3:40])[CH3:41])([CH3:37])[CH3:36]. The catalyst is CN(C=O)C.CCOC(C)=O. (2) The reactants are [NH2:1][C:2]1[CH:3]=[C:4]([C:8]2[C:16]3[C:11](=[CH:12][CH:13]=[C:14]([C:17]([NH2:19])=[O:18])[CH:15]=3)[N:10](C3CCCCO3)[N:9]=2)[CH:5]=[CH:6][CH:7]=1.[C:26]1([CH2:32][C:33](O)=[O:34])[CH:31]=[CH:30][CH:29]=[CH:28][CH:27]=1.CCN=C=NCCCN(C)C. No catalyst specified. The product is [C:26]1([CH2:32][C:33]([NH:1][C:2]2[CH:3]=[C:4]([C:8]3[C:16]4[C:11](=[CH:12][CH:13]=[C:14]([C:17]([NH2:19])=[O:18])[CH:15]=4)[NH:10][N:9]=3)[CH:5]=[CH:6][CH:7]=2)=[O:34])[CH:31]=[CH:30][CH:29]=[CH:28][CH:27]=1. The yield is 0.120. (3) The reactants are [Cl:1][C:2]1[C:6]([N+:7]([O-])=O)=[CH:5][N:4]([C:10]2[CH:11]=[N:12][CH:13]=[CH:14][CH:15]=2)[N:3]=1.C(O)C.O.[Cl-].[NH4+]. The catalyst is [Fe].C(OCC)(=O)C. The product is [Cl:1][C:2]1[C:6]([NH2:7])=[CH:5][N:4]([C:10]2[CH:11]=[N:12][CH:13]=[CH:14][CH:15]=2)[N:3]=1. The yield is 0.990. (4) The reactants are [S:1]([C:5]1[CH:10]=[CH:9][C:8](B(O)O)=[CH:7][CH:6]=1)(=[O:4])(=[O:3])[NH2:2].C(=O)([O-])[O-].[K+].[K+].Br[C:21]1[CH:25]=[CH:24][O:23][C:22]=1[C:26]([O:28][CH2:29][CH3:30])=[O:27]. The catalyst is C(O)C.C1(C)C=CC=CC=1.[Pd].C1(P(C2C=CC=CC=2)C2C=CC=CC=2)C=CC=CC=1.C1(P(C2C=CC=CC=2)C2C=CC=CC=2)C=CC=CC=1.C1(P(C2C=CC=CC=2)C2C=CC=CC=2)C=CC=CC=1.C1(P(C2C=CC=CC=2)C2C=CC=CC=2)C=CC=CC=1. The product is [S:1]([C:5]1[CH:10]=[CH:9][C:8]([C:21]2[CH:25]=[CH:24][O:23][C:22]=2[C:26]([O:28][CH2:29][CH3:30])=[O:27])=[CH:7][CH:6]=1)(=[O:4])(=[O:3])[NH2:2]. The yield is 0.556. (5) The catalyst is CN(C=O)C.O.C(=O)([O-])[O-].[Na+].[Na+].[Cu](Cl)Cl.C([O-])(=O)C.[Pd+2].C([O-])(=O)C.C1(P(C2C=CC=CC=2)[C-]2C=CC=C2)C=CC=CC=1.[C-]1(P(C2C=CC=CC=2)C2C=CC=CC=2)C=CC=C1.[Fe+2]. The reactants are [Cl:1][C:2]1[C:7]([C:8]([F:11])([F:10])[F:9])=[CH:6][CH:5]=[CH:4][C:3]=1[C:12]([N:14]1[CH2:19][CH2:18][C:17]2[C:20](I)=[N:21][N:22](C3CCCCO3)[C:16]=2[CH2:15]1)=[O:13].[F:30][C:31]1[CH:32]=[CH:33][C:34](B2OC(C)(C)C(C)(C)O2)=[N:35][CH:36]=1.C(=O)([O-])[O-].[Cs+].[Cs+].C([SiH](CC)CC)C.C(O)(C(F)(F)F)=O. The product is [Cl:1][C:2]1[C:7]([C:8]([F:10])([F:11])[F:9])=[CH:6][CH:5]=[CH:4][C:3]=1[C:12]([N:14]1[CH2:19][CH2:18][C:17]2=[C:20]([C:34]3[CH:33]=[CH:32][C:31]([F:30])=[CH:36][N:35]=3)[NH:21][N:22]=[C:16]2[CH2:15]1)=[O:13]. The yield is 0.0600.